Task: Predict the reaction yield, written as a fraction of the theoretical maximum amount of product (1.0 means a 100% yield; for example, 0.34 means a 34% yield).. Dataset: Reaction yield outcomes from USPTO patents with 853,638 reactions (1) The product is [CH:1]1([CH2:4][O:5][C:6]2[N:11]=[C:10]([C:12]([N:25]3[CH2:26][C:22]([F:30])([F:21])[CH2:23][C@H:24]3[C:27]([NH2:29])=[O:28])=[O:14])[CH:9]=[CH:8][C:7]=2[C:15]2([F:19])[CH2:18][O:17][CH2:16]2)[CH2:2][CH2:3]1. No catalyst specified. The reactants are [CH:1]1([CH2:4][O:5][C:6]2[N:11]=[C:10]([C:12]([OH:14])=O)[CH:9]=[CH:8][C:7]=2[C:15]2([F:19])[CH2:18][O:17][CH2:16]2)[CH2:3][CH2:2]1.Cl.[F:21][C:22]1([F:30])[CH2:26][NH:25][C@H:24]([C:27]([NH2:29])=[O:28])[CH2:23]1. The yield is 0.540. (2) The reactants are [NH2:1][C:2]([CH3:7])([CH3:6])[C:3]([OH:5])=[O:4].S(Cl)([Cl:10])=O.[CH3:12]O. No catalyst specified. The product is [ClH:10].[CH3:12][O:4][C:3](=[O:5])[C:2]([NH2:1])([CH3:7])[CH3:6]. The yield is 0.980. (3) The reactants are COC1C=CC(P2(SP(C3C=CC(OC)=CC=3)(=S)S2)=[S:10])=CC=1.[CH2:23]([N:30]1[C:35](=O)[C:34]([C:37]2[CH:42]=[CH:41][C:40]([O:43][CH2:44][C:45]3[CH:50]=[CH:49][CH:48]=[CH:47][CH:46]=3)=[C:39]([F:51])[CH:38]=2)=[CH:33][N:32]=[CH:31]1)[C:24]1[CH:29]=[CH:28][CH:27]=[CH:26][CH:25]=1. The catalyst is C1(C)C=CC=CC=1. The product is [CH2:23]([N:30]1[C:35](=[S:10])[C:34]([C:37]2[CH:42]=[CH:41][C:40]([O:43][CH2:44][C:45]3[CH:50]=[CH:49][CH:48]=[CH:47][CH:46]=3)=[C:39]([F:51])[CH:38]=2)=[CH:33][N:32]=[CH:31]1)[C:24]1[CH:29]=[CH:28][CH:27]=[CH:26][CH:25]=1. The yield is 0.670. (4) The reactants are C([O-])=O.[NH4+].[CH2:5]([O:12][C:13]1[CH:18]=[CH:17][C:16]([N+:19]([O-])=O)=[CH:15][C:14]=1[F:22])[C:6]1[CH:11]=[CH:10][CH:9]=[CH:8][CH:7]=1.C1(C)C=CC=CC=1. The catalyst is [Fe].O. The product is [CH2:5]([O:12][C:13]1[CH:18]=[CH:17][C:16]([NH2:19])=[CH:15][C:14]=1[F:22])[C:6]1[CH:7]=[CH:8][CH:9]=[CH:10][CH:11]=1. The yield is 1.00. (5) The reactants are [C:1](/[CH:3]=[CH:4]/[S:5]([C:8]1[CH:13]=[CH:12][C:11]([C:14]([CH3:26])([CH3:25])[C:15]([NH:17][C:18]2[CH:23]=[CH:22][CH:21]=[CH:20][C:19]=2O)=[O:16])=[CH:10][CH:9]=1)(=[O:7])=[O:6])#[N:2].CS(O)(=O)=O. The catalyst is O1CCOCC1. The product is [O:16]1[C:23]2[CH:22]=[CH:21][CH:20]=[CH:19][C:18]=2[N:17]=[C:15]1[C:14]([C:11]1[CH:10]=[CH:9][C:8]([S:5](/[CH:4]=[CH:3]/[C:1]#[N:2])(=[O:7])=[O:6])=[CH:13][CH:12]=1)([CH3:25])[CH3:26]. The yield is 0.550. (6) The yield is 0.700. The reactants are [CH:1]1([C:4]([NH:6][C:7]2[CH:8]=[CH:9][CH:10]=[C:11]3[C:15]=2[C:14](=[O:16])[N:13]([CH:17]([C:22]2[CH:27]=[CH:26][C:25]([O:28][CH:29]([F:31])[F:30])=[C:24]([O:32][CH2:33][CH3:34])[CH:23]=2)[CH2:18][C:19](O)=[O:20])[CH2:12]3)=[O:5])[CH2:3][CH2:2]1.C1N=C[N:37](C(N2C=NC=C2)=O)C=1.[NH4+].[OH-]. The catalyst is C1COCC1. The product is [C:19]([CH2:18][CH:17]([N:13]1[C:14](=[O:16])[C:15]2[C:11](=[CH:10][CH:9]=[CH:8][C:7]=2[NH:6][C:4]([CH:1]2[CH2:3][CH2:2]2)=[O:5])[CH2:12]1)[C:22]1[CH:27]=[CH:26][C:25]([O:28][CH:29]([F:30])[F:31])=[C:24]([O:32][CH2:33][CH3:34])[CH:23]=1)(=[O:20])[NH2:37].